Dataset: Full USPTO retrosynthesis dataset with 1.9M reactions from patents (1976-2016). Task: Predict the reactants needed to synthesize the given product. (1) Given the product [OH:37][CH2:36][CH2:35][N:8]1[CH2:9][CH2:10][CH:11]([NH:12][S:13]([C:16]2[CH:17]=[CH:18][C:19]([O:22][CH2:23][C:24]3[C:33]4[C:28](=[CH:29][CH:30]=[CH:31][CH:32]=4)[N:27]=[C:26]([CH3:34])[CH:25]=3)=[CH:20][CH:21]=2)(=[O:15])=[O:14])[CH:6]([C:4]([OH:5])=[O:3])[CH2:7]1, predict the reactants needed to synthesize it. The reactants are: C([O:3][C:4]([CH:6]1[CH:11]([NH:12][S:13]([C:16]2[CH:21]=[CH:20][C:19]([O:22][CH2:23][C:24]3[C:33]4[C:28](=[CH:29][CH:30]=[CH:31][CH:32]=4)[N:27]=[C:26]([CH3:34])[CH:25]=3)=[CH:18][CH:17]=2)(=[O:15])=[O:14])[CH2:10][CH2:9][N:8]([CH2:35][CH2:36][OH:37])[CH2:7]1)=[O:5])C.Cl. (2) Given the product [O:22]=[C:2]1[C:3]2([C:21]3[C:12](=[CH:13][C:14]4[O:19][CH2:18][CH2:17][O:16][C:15]=4[CH:20]=3)[O:11][CH2:10]2)[C:4]2[C:9](=[CH:8][CH:7]=[CH:6][CH:5]=2)[N:1]1[CH2:24][C:25]1[C:26]([C:27]([O:29][CH2:30][CH3:31])=[O:28])=[CH:32][CH:33]=[CH:34][N:35]=1, predict the reactants needed to synthesize it. The reactants are: [NH:1]1[C:9]2[C:4](=[CH:5][CH:6]=[CH:7][CH:8]=2)[C:3]2([C:21]3[C:12](=[CH:13][C:14]4[O:19][CH2:18][CH2:17][O:16][C:15]=4[CH:20]=3)[O:11][CH2:10]2)[C:2]1=[O:22].Br[CH2:24][C:25]1[N:35]=[CH:34][CH:33]=[CH:32][C:26]=1[C:27]([O:29][CH2:30][CH3:31])=[O:28].C(=O)([O-])[O-].[Cs+].[Cs+].[I-].[K+]. (3) Given the product [Br:1][C:2]1[N:7]=[C:6]([CH:8]([OH:9])[C:10]#[CH:11])[CH:5]=[CH:4][CH:3]=1, predict the reactants needed to synthesize it. The reactants are: [Br:1][C:2]1[N:7]=[C:6]([CH:8]=[O:9])[CH:5]=[CH:4][CH:3]=1.[C:10]([Mg]Br)#[CH:11].